Dataset: Peptide-MHC class I binding affinity with 185,985 pairs from IEDB/IMGT. Task: Regression. Given a peptide amino acid sequence and an MHC pseudo amino acid sequence, predict their binding affinity value. This is MHC class I binding data. (1) The peptide sequence is ILGLPTQTV. The MHC is HLA-B58:01 with pseudo-sequence HLA-B58:01. The binding affinity (normalized) is 0.0847. (2) The peptide sequence is AIISSEATTPV. The MHC is Mamu-B01 with pseudo-sequence Mamu-B01. The binding affinity (normalized) is 0. (3) The binding affinity (normalized) is 0.0847. The peptide sequence is ALYSYASAK. The MHC is HLA-A69:01 with pseudo-sequence HLA-A69:01. (4) The MHC is HLA-B18:01 with pseudo-sequence HLA-B18:01. The peptide sequence is EERKNFLEL. The binding affinity (normalized) is 0.641. (5) The peptide sequence is AADFPGIAR. The MHC is HLA-B07:02 with pseudo-sequence HLA-B07:02. The binding affinity (normalized) is 0.0847. (6) The peptide sequence is DTPLIPLTIF. The MHC is HLA-A68:01 with pseudo-sequence HLA-A68:01. The binding affinity (normalized) is 0. (7) The binding affinity (normalized) is 0.315. The peptide sequence is HIRIPRTPSR. The MHC is Patr-A0101 with pseudo-sequence Patr-A0101.